The task is: Regression. Given two drug SMILES strings and cell line genomic features, predict the synergy score measuring deviation from expected non-interaction effect.. This data is from NCI-60 drug combinations with 297,098 pairs across 59 cell lines. (1) Drug 1: C1=CC(=CC=C1C#N)C(C2=CC=C(C=C2)C#N)N3C=NC=N3. Drug 2: CC1C(C(CC(O1)OC2CC(CC3=C2C(=C4C(=C3O)C(=O)C5=C(C4=O)C(=CC=C5)OC)O)(C(=O)CO)O)N)O.Cl. Cell line: SNB-75. Synergy scores: CSS=24.3, Synergy_ZIP=-4.30, Synergy_Bliss=-3.31, Synergy_Loewe=-8.53, Synergy_HSA=-1.14. (2) Drug 2: CC12CCC3C(C1CCC2=O)CC(=C)C4=CC(=O)C=CC34C. Cell line: EKVX. Drug 1: C1CCN(CC1)CCOC2=CC=C(C=C2)C(=O)C3=C(SC4=C3C=CC(=C4)O)C5=CC=C(C=C5)O. Synergy scores: CSS=46.8, Synergy_ZIP=0.623, Synergy_Bliss=-0.392, Synergy_Loewe=-0.165, Synergy_HSA=-0.729. (3) Drug 2: B(C(CC(C)C)NC(=O)C(CC1=CC=CC=C1)NC(=O)C2=NC=CN=C2)(O)O. Cell line: SK-OV-3. Synergy scores: CSS=45.4, Synergy_ZIP=-0.212, Synergy_Bliss=1.14, Synergy_Loewe=-7.47, Synergy_HSA=2.84. Drug 1: C1=C(C(=O)NC(=O)N1)F.